This data is from Full USPTO retrosynthesis dataset with 1.9M reactions from patents (1976-2016). The task is: Predict the reactants needed to synthesize the given product. (1) Given the product [CH3:29][O:28][CH2:27][O:26][C@H:18]1[CH2:19][CH2:20][C@:21]2([CH3:22])[C@@H:16]([CH2:15][CH2:14][C@H:13]3[C@H:23]2[CH2:24][CH2:25][C@:9]2([CH3:10])[C@@H:11]3[CH2:12][C:7]([C:32]#[N:33])=[CH:8]2)[CH2:17]1, predict the reactants needed to synthesize it. The reactants are: FC(F)(F)S(O[C:7]1[CH2:12][C@@H:11]2[C@@H:13]3[C@@H:23]([CH2:24][CH2:25][C@@:9]2([CH3:10])[CH:8]=1)[C@@:21]1([CH3:22])[C@H:16]([CH2:17][C@@H:18]([O:26][CH2:27][O:28][CH3:29])[CH2:19][CH2:20]1)[CH2:15][CH2:14]3)(=O)=O.[C-:32]#[N:33].[Na+].C([O-])(O)=O.[Na+]. (2) Given the product [Cl:1][C:2]1[CH:3]=[C:4]2[C:10]([CH2:40][C:36]3[S:35][C:34]([NH:33][CH2:42][C:43]4[CH:48]=[CH:47][C:46]([F:49])=[CH:45][CH:44]=4)=[N:38][CH:37]=3)=[CH:9][NH:8][C:5]2=[N:6][CH:7]=1, predict the reactants needed to synthesize it. The reactants are: [Cl:1][C:2]1[CH:3]=[C:4]2[C:10](I)=[CH:9][N:8]([Si](C(C)C)(C(C)C)C(C)C)[C:5]2=[N:6][CH:7]=1.C([Mg]Cl)(C)C.C(OC(=O)[N:33]([CH2:42][C:43]1[CH:48]=[CH:47][C:46]([F:49])=[CH:45][CH:44]=1)[C:34]1[S:35][C:36]([CH:40]=O)=[C:37](Cl)[N:38]=1)(C)(C)C. (3) Given the product [CH3:1][C:2]1[CH:11]=[CH:10][C:9]2[C:8]([NH:12][C:29]3[CH:30]=[C:31]([C:33]([F:34])([F:36])[F:35])[CH:32]=[CH:27][C:28]=3[CH3:37])=[N:7][CH:6]=[CH:5][C:4]=2[C:3]=1[NH:13][C:14]1[C:19]([C:20]2[CH:25]=[CH:24][N:23]=[CH:22][N:21]=2)=[CH:18][CH:17]=[CH:16][N:15]=1, predict the reactants needed to synthesize it. The reactants are: [CH3:1][C:2]1[CH:11]=[CH:10][C:9]2[C:8]([NH2:12])=[N:7][CH:6]=[CH:5][C:4]=2[C:3]=1[NH:13][C:14]1[C:19]([C:20]2[CH:25]=[CH:24][N:23]=[CH:22][N:21]=2)=[CH:18][CH:17]=[CH:16][N:15]=1.Br[C:27]1[CH:32]=[C:31]([C:33]([F:36])([F:35])[F:34])[CH:30]=[CH:29][C:28]=1[CH3:37].C1(P(C2C=CC=CC=2)C2C3OC4C(=CC=CC=4P(C4C=CC=CC=4)C4C=CC=CC=4)C(C)(C)C=3C=CC=2)C=CC=CC=1.C(=O)([O-])[O-].[Cs+].[Cs+].C(=O)([O-])[O-].[Na+].[Na+]. (4) Given the product [Cl:1][C:2]1[CH:3]=[CH:4][C:5]2[O:14][C:8]3([CH2:9][CH2:10][N:11]([CH2:17][C@H:18]4[CH2:20][O:19]4)[CH2:12][CH2:13]3)[CH2:7][C:6]=2[CH:15]=1, predict the reactants needed to synthesize it. The reactants are: [Cl:1][C:2]1[CH:3]=[CH:4][C:5]2[O:14][C:8]3([CH2:13][CH2:12][NH:11][CH2:10][CH2:9]3)[CH2:7][C:6]=2[CH:15]=1.Cl[CH2:17][C@H:18]1[CH2:20][O:19]1.C[O-].[Na+]. (5) The reactants are: Br[C:2]1[S:15][C:5]2[C:6](=[O:14])[N:7]([CH2:10][CH2:11][CH2:12][CH3:13])[C:8](=[O:9])[C:4]=2[CH:3]=1.C([Sn](CCCC)(CCCC)[C:21]1[S:22][CH:23]=[CH:24][CH:25]=1)CCC. Given the product [CH2:10]([N:7]1[C:6](=[O:14])[C:5]2[S:15][C:2]([C:21]3[S:22][CH:23]=[CH:24][CH:25]=3)=[CH:3][C:4]=2[C:8]1=[O:9])[CH2:11][CH2:12][CH3:13], predict the reactants needed to synthesize it. (6) Given the product [NH2:1][C:2]1[N:7]=[C:6]([NH:27][CH2:28][CH2:29][OH:30])[C:5]([C:11]2[CH:12]=[CH:13][C:14](=[O:20])[N:15]([CH:17]([CH3:19])[CH3:18])[N:16]=2)=[C:4]([C:21]2[CH:26]=[CH:25][CH:24]=[CH:23][CH:22]=2)[N:3]=1, predict the reactants needed to synthesize it. The reactants are: [NH2:1][C:2]1[N:7]=[C:6](S(C)=O)[C:5]([C:11]2[CH:12]=[CH:13][C:14](=[O:20])[N:15]([CH:17]([CH3:19])[CH3:18])[N:16]=2)=[C:4]([C:21]2[CH:26]=[CH:25][CH:24]=[CH:23][CH:22]=2)[N:3]=1.[NH2:27][CH2:28][CH2:29][OH:30]. (7) The reactants are: [H-].[Al+3].[Li+].[H-].[H-].[H-].C[O:8][C:9](=O)[C:10]1[CH:15]=[CH:14][C:13]([C:16]2[NH:17][C:18](=[O:26])[C:19]3[C:24]([CH:25]=2)=[CH:23][CH:22]=[CH:21][CH:20]=3)=[CH:12][CH:11]=1.Cl. Given the product [OH:8][CH2:9][C:10]1[CH:11]=[CH:12][C:13]([C:16]2[NH:17][C:18](=[O:26])[C:19]3[C:24]([CH:25]=2)=[CH:23][CH:22]=[CH:21][CH:20]=3)=[CH:14][CH:15]=1, predict the reactants needed to synthesize it.